Task: Predict which catalyst facilitates the given reaction.. Dataset: Catalyst prediction with 721,799 reactions and 888 catalyst types from USPTO Reactant: [C:1]1(=[O:11])[O:6][C:4](=O)[C:3]2=[CH:7][CH:8]=[CH:9][CH:10]=[C:2]12.[NH2:12][C:13]1[CH:18]=[CH:17][N:16]=[CH:15][CH:14]=1.C(OC(=O)C)(=O)C. Product: [N:16]1[CH:17]=[CH:18][C:13]([N:12]2[C:1](=[O:11])[C:2]3=[CH:10][CH:9]=[CH:8][CH:7]=[C:3]3[C:4]2=[O:6])=[CH:14][CH:15]=1. The catalyst class is: 15.